Dataset: Forward reaction prediction with 1.9M reactions from USPTO patents (1976-2016). Task: Predict the product of the given reaction. (1) The product is: [C:1]([O:5][C:6](=[O:20])[NH:7][CH2:8][C:9]1[CH:14]=[C:13]([CH:15]=[CH2:16])[C:12]([NH:17][S:29]([CH3:28])(=[O:31])=[O:30])=[CH:11][C:10]=1[O:18][CH3:19])([CH3:4])([CH3:2])[CH3:3]. Given the reactants [C:1]([O:5][C:6](=[O:20])[NH:7][CH2:8][C:9]1[CH:14]=[C:13]([CH:15]=[CH2:16])[C:12]([NH2:17])=[CH:11][C:10]=1[O:18][CH3:19])([CH3:4])([CH3:3])[CH3:2].C(N(CC)CC)C.[CH3:28][S:29](Cl)(=[O:31])=[O:30], predict the reaction product. (2) Given the reactants [OH-].[Li+].[CH:3]1([C@H:9]([NH:14][C:15]([C:17]2[CH:22]=[C:21]([CH3:23])[CH:20]=[CH:19][C:18]=2[NH:24][C:25]([NH:27][C:28]2[C:33]([CH3:34])=[CH:32][CH:31]=[CH:30][C:29]=2[CH3:35])=[O:26])=[O:16])[C:10]([O:12]C)=[O:11])[CH2:8][CH2:7][CH2:6][CH2:5][CH2:4]1.CO.Cl, predict the reaction product. The product is: [CH:3]1([C@H:9]([NH:14][C:15]([C:17]2[CH:22]=[C:21]([CH3:23])[CH:20]=[CH:19][C:18]=2[NH:24][C:25]([NH:27][C:28]2[C:33]([CH3:34])=[CH:32][CH:31]=[CH:30][C:29]=2[CH3:35])=[O:26])=[O:16])[C:10]([OH:12])=[O:11])[CH2:8][CH2:7][CH2:6][CH2:5][CH2:4]1. (3) Given the reactants C([C:3]1[C:11]2[C:6](=[CH:7][CH:8]=[CH:9][CH:10]=2)[N:5]([C:12]([O:14][C:15]([CH3:18])([CH3:17])[CH3:16])=[O:13])[CH:4]=1)=O.ClC1C=CC=C([C:26]([O:28]O)=[O:27])C=1.O.S([O-])([O-])=O.[Na+].[Na+], predict the reaction product. The product is: [CH:26]([O:28][C:3]1[C:11]2[C:6](=[CH:7][CH:8]=[CH:9][CH:10]=2)[N:5]([C:12]([O:14][C:15]([CH3:16])([CH3:17])[CH3:18])=[O:13])[CH:4]=1)=[O:27]. (4) Given the reactants [NH:1]([C:3]1[N:8]([CH2:9][CH:10]([CH3:12])[CH3:11])[C:7](=[O:13])[N:6]([CH3:14])[C:5](=[O:15])[CH:4]=1)[NH2:2].[Cl:16][C:17]1[CH:18]=[C:19]2[C:23](=[CH:24][CH:25]=1)[NH:22][CH:21]=[C:20]2[CH:26]=O.[C:28]([C:31]1[N:32]=[C:33]([CH:37]=O)[N:34]([CH3:36])[CH:35]=1)(=[O:30])[CH3:29], predict the reaction product. The product is: [C:28]([C:31]1[N:32]=[C:33]([C:37]2[N:2]([CH2:26][C:20]3[C:19]4[C:23](=[CH:24][CH:25]=[C:17]([Cl:16])[CH:18]=4)[NH:22][CH:21]=3)[N:1]=[C:3]3[C:4]=2[C:5](=[O:15])[N:6]([CH3:14])[C:7](=[O:13])[N:8]3[CH2:9][CH:10]([CH3:11])[CH3:12])[N:34]([CH3:36])[CH:35]=1)(=[O:30])[CH3:29]. (5) Given the reactants CS([C:5]1[N:10]=[C:9]([NH:11][CH2:12][C:13]2[S:14][C:15]([CH3:18])=[CH:16][CH:17]=2)[N:8]2[N:19]=[CH:20][C:21]([CH2:22][CH2:23][CH3:24])=[C:7]2[N:6]=1)(=O)=O.[CH3:25][CH2:26][CH:27]([NH2:30])[CH2:28][OH:29].[F-].[K+].O1CCOCC1, predict the reaction product. The product is: [CH3:18][C:15]1[S:14][C:13]([CH2:12][NH:11][C:9]2[N:8]3[N:19]=[CH:20][C:21]([CH2:22][CH2:23][CH3:24])=[C:7]3[N:6]=[C:5]([NH:30][C@H:27]([CH2:26][CH3:25])[CH2:28][OH:29])[N:10]=2)=[CH:17][CH:16]=1. (6) Given the reactants [O:1]=[C:2]1[N:7]([C:8]2[CH:13]=[CH:12][C:11]([C:14]3[CH:19]=[CH:18][C:17]([N:20]4[CH2:24][CH2:23][C@@H:22]5[CH2:25][N:26](C(OCC)=O)[CH2:27][C@H:21]45)=[CH:16][CH:15]=3)=[CH:10][CH:9]=2)[N:6]=[CH:5][CH:4]=[CH:3]1.[OH-].[K+], predict the reaction product. The product is: [N:20]1([C:17]2[CH:18]=[CH:19][C:14]([C:11]3[CH:12]=[CH:13][C:8]([N:7]4[C:2](=[O:1])[CH:3]=[CH:4][CH:5]=[N:6]4)=[CH:9][CH:10]=3)=[CH:15][CH:16]=2)[CH2:24][CH2:23][C@@H:22]2[CH2:25][NH:26][CH2:27][C@H:21]12. (7) The product is: [C:4]([O:43][C:40](=[O:42])[NH:17][C:13]1([C:10]2[CH:11]=[CH:12][C:7]([C:5]3[N:44]=[C:36]4[CH2:37][O:32][CH2:33][C:34](=[O:39])[C:35]4=[CH:3][C:4]=3[C:25]3[CH:26]=[CH:27][CH:28]=[CH:29][CH:30]=3)=[CH:8][CH:9]=2)[CH2:16][CH2:15][CH2:14]1)([CH3:25])([CH3:5])[CH3:3]. Given the reactants CN(C)/[CH:3]=[C:4](\[C:25]1[CH:30]=[CH:29][CH:28]=[CH:27][CH:26]=1)/[C:5]([C:7]1[CH:12]=[CH:11][C:10]([C:13]2([NH:17]C(=O)OC(C)(C)C)[CH2:16][CH2:15][CH2:14]2)=[CH:9][CH:8]=1)=O.[O:32]1[CH2:37][C:36](=O)[CH2:35][C:34](=[O:39])[CH2:33]1.[C:40]([O-:43])(=[O:42])C.[NH4+:44], predict the reaction product. (8) Given the reactants [NH2:1][C:2]1[CH:7]=[CH:6][C:5]([N:8]2[CH2:12][CH:11]([CH2:13][NH:14][C:15](=[O:18])[O:16][CH3:17])[O:10][C:9]2=[O:19])=[CH:4][C:3]=1[F:20].[Na].[N-:22]=[N+:23]=[N-].[Na+].C([O-])(=O)C.[Na+], predict the reaction product. The product is: [N:1]([C:2]1[CH:7]=[CH:6][C:5]([N:8]2[CH2:12][CH:11]([CH2:13][NH:14][C:15](=[O:18])[O:16][CH3:17])[O:10][C:9]2=[O:19])=[CH:4][C:3]=1[F:20])=[N+:22]=[N-:23].